Dataset: Experimentally validated miRNA-target interactions with 360,000+ pairs, plus equal number of negative samples. Task: Binary Classification. Given a miRNA mature sequence and a target amino acid sequence, predict their likelihood of interaction. The miRNA is hsa-miR-548aj-5p with sequence UGCAAAAGUAAUUGCAGUUUUUG. The protein sequence of the target gene is MSTKQITCRYFMHGVCREGSQCLFSHDLANSKPSTICKYYQKGYCAYGTRCRYDHTRPSAAAGGAVGTMAHSVPSPAFHSPHPPSEVTASIVKTNSHEPGKREKRTLVLRDRNLSGMAERKTQPSMVSNPGSCSDPQPSPEMKPHSYLDAIRSGLDDVEASSSYSNEQQLCPYAAAGECRFGDACVYLHGEVCEICRLQVLHPFDPEQRKAHEKICMLTFEHEMEKAFAFQASQDKVCSICMEVILEKASASERRFGILSNCNHTYCLSCIRQWRCAKQFENPIIKSCPECRVISEFVIP.... Result: 0 (no interaction).